From a dataset of TCR-epitope binding with 47,182 pairs between 192 epitopes and 23,139 TCRs. Binary Classification. Given a T-cell receptor sequence (or CDR3 region) and an epitope sequence, predict whether binding occurs between them. (1) The epitope is AVFDRKSDAK. The TCR CDR3 sequence is CASSESNPTGSWPQHF. Result: 1 (the TCR binds to the epitope). (2) The epitope is RAKFKQLL. The TCR CDR3 sequence is CASSFRDSYEQYF. Result: 1 (the TCR binds to the epitope). (3) The epitope is AYILFTRFFYV. The TCR CDR3 sequence is CASSFPSGRAKNIQYF. Result: 0 (the TCR does not bind to the epitope). (4) The epitope is WICLLQFAY. The TCR CDR3 sequence is CASSPEDYHTYEQYF. Result: 0 (the TCR does not bind to the epitope). (5) The epitope is FVDGVPFVV. The TCR CDR3 sequence is CASSLLIRPANTGELFF. Result: 1 (the TCR binds to the epitope). (6) The epitope is LLLGIGILV. The TCR CDR3 sequence is CASSKLPGRSSNQPQHF. Result: 0 (the TCR does not bind to the epitope). (7) The epitope is ELAGIGILTV. The TCR CDR3 sequence is CASKSTANYGYTF. Result: 1 (the TCR binds to the epitope).